Dataset: Reaction yield outcomes from USPTO patents with 853,638 reactions. Task: Predict the reaction yield, written as a fraction of the theoretical maximum amount of product (1.0 means a 100% yield; for example, 0.34 means a 34% yield). The reactants are [CH3:1][O:2][C:3]([NH:5][C:6]1[C:11]2[CH:12]=[CH:13][N:14](C(OCC3C=CC=CC=3)=O)[C:10]=2[CH:9]=[CH:8][N:7]=1)=[O:4]. The catalyst is C(O)C.[Pd]. The product is [NH:14]1[C:10]2[CH:9]=[CH:8][N:7]=[C:6]([NH:5][C:3](=[O:4])[O:2][CH3:1])[C:11]=2[CH:12]=[CH:13]1. The yield is 0.907.